This data is from NCI-60 drug combinations with 297,098 pairs across 59 cell lines. The task is: Regression. Given two drug SMILES strings and cell line genomic features, predict the synergy score measuring deviation from expected non-interaction effect. (1) Drug 1: CN(CC1=CN=C2C(=N1)C(=NC(=N2)N)N)C3=CC=C(C=C3)C(=O)NC(CCC(=O)O)C(=O)O. Drug 2: C1C(C(OC1N2C=C(C(=O)NC2=O)F)CO)O. Cell line: MDA-MB-435. Synergy scores: CSS=65.9, Synergy_ZIP=13.0, Synergy_Bliss=6.55, Synergy_Loewe=-8.43, Synergy_HSA=8.91. (2) Drug 1: CCCS(=O)(=O)NC1=C(C(=C(C=C1)F)C(=O)C2=CNC3=C2C=C(C=N3)C4=CC=C(C=C4)Cl)F. Drug 2: C(CN)CNCCSP(=O)(O)O. Cell line: SW-620. Synergy scores: CSS=-14.5, Synergy_ZIP=13.0, Synergy_Bliss=4.36, Synergy_Loewe=-13.8, Synergy_HSA=-14.4. (3) Drug 1: CC12CCC(CC1=CCC3C2CCC4(C3CC=C4C5=CN=CC=C5)C)O. Drug 2: CN1C2=C(C=C(C=C2)N(CCCl)CCCl)N=C1CCCC(=O)O.Cl. Cell line: U251. Synergy scores: CSS=19.5, Synergy_ZIP=-2.97, Synergy_Bliss=0.586, Synergy_Loewe=-1.45, Synergy_HSA=0.947. (4) Drug 2: CC(C1=C(C=CC(=C1Cl)F)Cl)OC2=C(N=CC(=C2)C3=CN(N=C3)C4CCNCC4)N. Drug 1: CC1=C(C=C(C=C1)NC2=NC=CC(=N2)N(C)C3=CC4=NN(C(=C4C=C3)C)C)S(=O)(=O)N.Cl. Cell line: SF-295. Synergy scores: CSS=19.0, Synergy_ZIP=-3.06, Synergy_Bliss=2.16, Synergy_Loewe=-9.33, Synergy_HSA=3.52.